The task is: Predict the reaction yield, written as a fraction of the theoretical maximum amount of product (1.0 means a 100% yield; for example, 0.34 means a 34% yield).. This data is from Reaction yield outcomes from USPTO patents with 853,638 reactions. The reactants are [CH2:1]([O:8][C:9]([NH:11][C@@H:12]([CH2:17][C:18]1[CH:23]=[CH:22][C:21]([CH:24]2[S:28](=[O:30])(=[O:29])[NH:27][C:26](=[O:31])[CH2:25]2)=[C:20]([Br:32])[CH:19]=1)[C:13]([O:15]C)=[O:14])=[O:10])[C:2]1[CH:7]=[CH:6][CH:5]=[CH:4][CH:3]=1.[OH-].[Li+]. The catalyst is O1CCCC1.CO.O. The product is [CH2:1]([O:8][C:9]([NH:11][C@@H:12]([CH2:17][C:18]1[CH:23]=[CH:22][C:21]([CH:24]2[S:28](=[O:30])(=[O:29])[NH:27][C:26](=[O:31])[CH2:25]2)=[C:20]([Br:32])[CH:19]=1)[C:13]([OH:15])=[O:14])=[O:10])[C:2]1[CH:7]=[CH:6][CH:5]=[CH:4][CH:3]=1. The yield is 0.840.